From a dataset of Reaction yield outcomes from USPTO patents with 853,638 reactions. Predict the reaction yield, written as a fraction of the theoretical maximum amount of product (1.0 means a 100% yield; for example, 0.34 means a 34% yield). (1) The reactants are [NH2:1][C@H:2]1[C:11]2[C:6](=[CH:7][CH:8]=[CH:9][CH:10]=2)[N:5]([C:12](=[O:14])[CH3:13])[C@@H:4]([CH3:15])[C@@H:3]1[CH3:16].Br[C:18]1[CH:23]=[CH:22][C:21]([CH3:24])=[CH:20][CH:19]=1.CN(C1C(C2C(P(C3CCCCC3)C3CCCCC3)=CC=CC=2)=CC=CC=1)C.CC(C)([O-])C.[Na+]. The catalyst is C1C=CC(/C=C/C(/C=C/C2C=CC=CC=2)=O)=CC=1.C1C=CC(/C=C/C(/C=C/C2C=CC=CC=2)=O)=CC=1.C1C=CC(/C=C/C(/C=C/C2C=CC=CC=2)=O)=CC=1.[Pd].[Pd].O1CCOCC1. The product is [CH3:15][C@H:4]1[C@H:3]([CH3:16])[C@@H:2]([NH:1][C:18]2[CH:23]=[CH:22][C:21]([CH3:24])=[CH:20][CH:19]=2)[C:11]2[C:6](=[CH:7][CH:8]=[CH:9][CH:10]=2)[N:5]1[C:12](=[O:14])[CH3:13]. The yield is 0.546. (2) The catalyst is C(Cl)Cl. The product is [F:19][C:18]1[C:13]([C:4]2[N:3]=[C:2]([N:21]3[CH2:26][CH2:25][NH:24][CH2:23][CH2:22]3)[C:11]3[C:6](=[CH:7][C:8]([CH3:12])=[CH:9][CH:10]=3)[N:5]=2)=[C:14]([OH:20])[CH:15]=[CH:16][CH:17]=1. The yield is 0.850. The reactants are Cl[C:2]1[C:11]2[C:6](=[CH:7][C:8]([CH3:12])=[CH:9][CH:10]=2)[N:5]=[C:4]([C:13]2[C:18]([F:19])=[CH:17][CH:16]=[CH:15][C:14]=2[OH:20])[N:3]=1.[NH:21]1[CH2:26][CH2:25][NH:24][CH2:23][CH2:22]1.C(N(CC)CC)C. (3) The yield is 0.990. The catalyst is [Pd].CO. The product is [CH2:1]([C:3]1[NH:4][C:5]2[C:10]([C:11]=1[C:12]([O:14][CH3:15])=[O:13])=[CH:9][CH:8]=[CH:7][CH:6]=2)[CH3:2]. The reactants are [CH:1]([C:3]1[NH:4][C:5]2[C:10]([C:11]=1[C:12]([O:14][CH3:15])=[O:13])=[CH:9][CH:8]=[CH:7][CH:6]=2)=[CH2:2]. (4) The reactants are C(OC([NH:8][CH2:9][C@H:10]([N:15]1[CH2:20][CH2:19][O:18][CH2:17][CH2:16]1)[C:11]([O:13][CH3:14])=[O:12])=O)(C)(C)C.[ClH:21]. The catalyst is CO.C(O)(C)C. The product is [ClH:21].[NH2:8][CH2:9][C@H:10]([N:15]1[CH2:20][CH2:19][O:18][CH2:17][CH2:16]1)[C:11]([O:13][CH3:14])=[O:12]. The yield is 0.960. (5) The reactants are [Br:1][C:2]1[CH:3]=[N:4][N:5]([CH3:18])[C:6]=1[C:7]1[CH:8]=[C:9]([C:15]([OH:17])=O)[S:10][C:11]=1[CH2:12][CH2:13][CH3:14].[NH2:19][C@@H:20]([CH2:33][C:34]1[CH:39]=[CH:38][CH:37]=[CH:36][C:35]=1[C:40]([F:43])([F:42])[F:41])[CH2:21][N:22]1[C:30](=[O:31])[C:29]2[C:24](=[CH:25][CH:26]=[CH:27][CH:28]=2)[C:23]1=[O:32].C(N(C(C)C)CC)(C)C.F[P-](F)(F)(F)(F)F.Br[P+](N1CCCC1)(N1CCCC1)N1CCCC1. The catalyst is C(Cl)Cl. The product is [Br:1][C:2]1[CH:3]=[N:4][N:5]([CH3:18])[C:6]=1[C:7]1[CH:8]=[C:9]([C:15]([NH:19][C@@H:20]([CH2:33][C:34]2[CH:39]=[CH:38][CH:37]=[CH:36][C:35]=2[C:40]([F:43])([F:41])[F:42])[CH2:21][N:22]2[C:30](=[O:31])[C:29]3[C:24](=[CH:25][CH:26]=[CH:27][CH:28]=3)[C:23]2=[O:32])=[O:17])[S:10][C:11]=1[CH2:12][CH2:13][CH3:14]. The yield is 0.720. (6) The reactants are [CH3:1][O:2][C:3]1[N:8]=[CH:7][C:6]([NH:9][C:10]2[C:17]([C:18]3[N:26]=[C:25]([CH3:27])[N:24]=[C:23]4[C:19]=3[N:20]=[CH:21][N:22]4C3CCCCO3)=[CH:16][C:13]([CH:14]=O)=[CH:12][N:11]=2)=[CH:5][CH:4]=1.[NH2:34][CH2:35][C:36]1[CH:37]=[N:38][CH:39]=[CH:40][CH:41]=1.[BH4-].[Na+].Cl.C(O)(C(F)(F)F)=O. The catalyst is ClCCl.C(O)C.CO.C(O[Ti](OC(C)C)(OC(C)C)OC(C)C)(C)C. The product is [CH3:1][O:2][C:3]1[N:8]=[CH:7][C:6]([NH:9][C:10]2[C:17]([C:18]3[N:26]=[C:25]([CH3:27])[N:24]=[C:23]4[C:19]=3[N:20]=[CH:21][NH:22]4)=[CH:16][C:13]([CH2:14][NH:34][CH2:35][C:36]3[CH:37]=[N:38][CH:39]=[CH:40][CH:41]=3)=[CH:12][N:11]=2)=[CH:5][CH:4]=1. The yield is 0.810. (7) The reactants are [NH2:1][C:2]1[O:6][N:5]=[C:4]([CH3:7])[C:3]=1[Br:8].[CH3:9][O:10][C:11]1[CH:16]=[CH:15][C:14]([O:17][CH3:18])=[CH:13][C:12]=1[S:19](Cl)(=[O:21])=[O:20]. No catalyst specified. The product is [CH3:9][O:10][C:11]1[CH:16]=[CH:15][C:14]([O:17][CH3:18])=[CH:13][C:12]=1[S:19]([NH:1][C:2]1[O:6][N:5]=[C:4]([CH3:7])[C:3]=1[Br:8])(=[O:20])=[O:21]. The yield is 0.580.